From a dataset of Full USPTO retrosynthesis dataset with 1.9M reactions from patents (1976-2016). Predict the reactants needed to synthesize the given product. (1) Given the product [Cl:1][C:2]([Cl:9])([Cl:8])[CH2:3][O:4][C:5](=[O:6])[NH:35][C:16]1[N:17]([C:19]2[CH:24]=[CH:23][CH:22]=[C:21]([O:25][CH2:26][CH2:27][O:28][CH:29]3[CH2:34][CH2:33][CH2:32][CH2:31][O:30]3)[CH:20]=2)[N:18]=[C:14]([C:10]([CH3:13])([CH3:12])[CH3:11])[CH:15]=1, predict the reactants needed to synthesize it. The reactants are: [Cl:1][C:2]([Cl:9])([Cl:8])[CH2:3][O:4][C:5](Cl)=[O:6].[C:10]([C:14]1[CH:15]=[C:16]([NH2:35])[N:17]([C:19]2[CH:24]=[CH:23][CH:22]=[C:21]([O:25][CH2:26][CH2:27][O:28][CH:29]3[CH2:34][CH2:33][CH2:32][CH2:31][O:30]3)[CH:20]=2)[N:18]=1)([CH3:13])([CH3:12])[CH3:11].ClC(Cl)(Cl)COC(=O)NC1N(C2C=CC=C(SCCO)C=2)N=C(C(C)(C)C)C=1. (2) Given the product [CH2:17]([CH:3]([C:2]([CH3:13])([C:7]1[CH:12]=[CH:11][CH:10]=[CH:9][CH:8]=1)[CH3:1])[C:4]([OH:6])=[O:5])[CH3:18], predict the reactants needed to synthesize it. The reactants are: [CH3:1][C:2]([CH3:13])([C:7]1[CH:12]=[CH:11][CH:10]=[CH:9][CH:8]=1)[CH2:3][C:4]([OH:6])=[O:5].C(=O)=O.[CH3:17][C:18](C)=O.C([N-]C(C)C)(C)C.[Li+].CN1CCCN(C)C1=O.C(I)C.